This data is from Catalyst prediction with 721,799 reactions and 888 catalyst types from USPTO. The task is: Predict which catalyst facilitates the given reaction. (1) Reactant: I[CH2:2][CH2:3][CH:4]1[CH2:13][CH2:12][C:7]2([O:11][CH2:10][CH2:9][O:8]2)[CH2:6][CH2:5]1.CN(C=O)C.CC(C)([O-])C.[K+].CCCCCCC. Product: [CH:3]([CH:4]1[CH2:13][CH2:12][C:7]2([O:8][CH2:9][CH2:10][O:11]2)[CH2:6][CH2:5]1)=[CH2:2]. The catalyst class is: 6. (2) Reactant: Br[CH2:2][C:3]1[CH:16]=[CH:15][C:6]([C:7]([C:9]2[CH:14]=[CH:13][CH:12]=[CH:11][CH:10]=2)=[O:8])=[CH:5][CH:4]=1.[CH2:17]([C:19]1[NH:20][C:21]2[C:22]([N:29]=1)=[N:23][C:24]([CH3:28])=[CH:25][C:26]=2[CH3:27])[CH3:18].O.[OH-].[Li+]. Product: [CH2:17]([C:19]1[N:29]([CH2:2][C:3]2[CH:16]=[CH:15][C:6]([C:7]([C:9]3[CH:14]=[CH:13][CH:12]=[CH:11][CH:10]=3)=[O:8])=[CH:5][CH:4]=2)[C:22]2=[N:23][C:24]([CH3:28])=[CH:25][C:26]([CH3:27])=[C:21]2[N:20]=1)[CH3:18]. The catalyst class is: 3. (3) Reactant: [CH2:1]([NH:8][S:9]([C:12]1[CH:17]=[CH:16][C:15]([CH:18]=O)=[CH:14][CH:13]=1)(=[O:11])=[O:10])[C:2]1[CH:7]=[CH:6][CH:5]=[CH:4][CH:3]=1.[NH2:20][CH2:21][C:22]1[CH:27]=[CH:26][CH:25]=[CH:24][N:23]=1.C(O[BH-](OC(=O)C)OC(=O)C)(=O)C.[Na+]. Product: [CH2:1]([NH:8][S:9]([C:12]1[CH:17]=[CH:16][C:15]([CH2:18][NH:20][CH2:21][C:22]2[CH:27]=[CH:26][CH:25]=[CH:24][N:23]=2)=[CH:14][CH:13]=1)(=[O:11])=[O:10])[C:2]1[CH:7]=[CH:6][CH:5]=[CH:4][CH:3]=1. The catalyst class is: 478. (4) Reactant: O1C2C=CC=CC=2OB1.[CH2:10]([CH:17]1[CH2:22][CH2:21][N:20]([C:23]2[C:28]([Br:29])=[C:27]([CH3:30])[N:26]=[C:25]([CH3:31])[C:24]=2[C:32](=[O:39])[C:33]([O:35][CH:36]([CH3:38])[CH3:37])=[O:34])[CH2:19][CH2:18]1)[C:11]1[CH:16]=[CH:15][CH:14]=[CH:13][CH:12]=1.CB1N2CCC[C@@H]2C(C2C=CC=CC=2)(C2C=CC=CC=2)O1. Product: [CH2:10]([CH:17]1[CH2:22][CH2:21][N:20]([C:23]2[C:28]([Br:29])=[C:27]([CH3:30])[N:26]=[C:25]([CH3:31])[C:24]=2[C@H:32]([OH:39])[C:33]([O:35][CH:36]([CH3:37])[CH3:38])=[O:34])[CH2:19][CH2:18]1)[C:11]1[CH:16]=[CH:15][CH:14]=[CH:13][CH:12]=1. The catalyst class is: 11. (5) Reactant: [Cl:1][C:2]1[CH:3]=[CH:4][C:5](=[O:40])[N:6]([CH2:8][C:9]2[CH:14]=[CH:13][C:12]([CH2:15][N:16]3[CH:24]=[C:23]4[C:18]([N:19]=[CH:20][N:21]=[C:22]4[NH:25][CH2:26][CH:27]4[CH2:32][CH2:31][N:30](C(OC(C)(C)C)=O)[CH2:29][CH2:28]4)=[N:17]3)=[CH:11][CH:10]=2)[CH:7]=1. Product: [Cl:1][C:2]1[CH:3]=[CH:4][C:5](=[O:40])[N:6]([CH2:8][C:9]2[CH:10]=[CH:11][C:12]([CH2:15][N:16]3[CH:24]=[C:23]4[C:18]([N:19]=[CH:20][N:21]=[C:22]4[NH:25][CH2:26][CH:27]4[CH2:32][CH2:31][NH:30][CH2:29][CH2:28]4)=[N:17]3)=[CH:13][CH:14]=2)[CH:7]=1. The catalyst class is: 281. (6) Reactant: C([O:8][C:9]1[C:18](=[O:19])[N:17]2[C:12]([C:13]([CH3:21])([CH3:20])[O:14][CH2:15][CH2:16]2)=[N:11][C:10]=1[C:22](=S)[NH:23][CH3:24])C1C=CC=CC=1.CI.[F:28][C:29]1[CH:34]=[CH:33][C:32]([CH2:35][C:36]([NH:38][NH2:39])=O)=[CH:31][CH:30]=1.CN(C=O)C. Product: [F:28][C:29]1[CH:30]=[CH:31][C:32]([CH2:35][C:36]2[N:23]([CH3:24])[C:22]([C:10]3[N:11]=[C:12]4[N:17]([C:18](=[O:19])[C:9]=3[OH:8])[CH2:16][CH2:15][O:14][C:13]4([CH3:20])[CH3:21])=[N:39][N:38]=2)=[CH:33][CH:34]=1. The catalyst class is: 10.